Dataset: Reaction yield outcomes from USPTO patents with 853,638 reactions. Task: Predict the reaction yield, written as a fraction of the theoretical maximum amount of product (1.0 means a 100% yield; for example, 0.34 means a 34% yield). (1) The reactants are [OH:1][C:2]1[C:3]([O:13][CH3:14])=[C:4]([NH:8][S:9]([CH3:12])(=[O:11])=[O:10])[CH:5]=[CH:6][CH:7]=1.F[C:16]1[CH:21]=[CH:20][C:19]([F:22])=[CH:18][C:17]=1[N+:23]([O-:25])=[O:24].[NH2:26][C:27]1[CH:46]=[C:45]([F:47])[CH:44]=[CH:43][C:28]=1[O:29][C:30]1[C:31]([O:41][CH3:42])=[C:32]([NH:36][S:37]([CH3:40])(=[O:39])=[O:38])[CH:33]=[CH:34][CH:35]=1.[NH2:48][C:49]1[S:50][CH:51]=[CH:52][N:53]=1. No catalyst specified. The product is [F:22][C:19]1[CH:20]=[CH:21][C:16]([O:1][C:2]2[C:3]([O:13][CH3:14])=[C:4]([NH:8][S:9]([CH3:12])(=[O:11])=[O:10])[CH:5]=[CH:6][CH:7]=2)=[C:17]([N+:23]([O-:25])=[O:24])[CH:18]=1.[F:47][C:45]1[CH:44]=[CH:43][C:28]([O:29][C:30]2[C:31]([O:41][CH3:42])=[C:32]([NH:36][S:37]([CH3:40])(=[O:38])=[O:39])[CH:33]=[CH:34][CH:35]=2)=[C:27]([NH:26][C:2]([NH:48][C:49]2[S:50][CH:51]=[CH:52][N:53]=2)=[O:1])[CH:46]=1. The yield is 0.480. (2) The reactants are [NH:1]1[CH:5]=[CH:4][N:3]=[CH:2]1.[OH-].[Na+].[Br:8][C:9]1[CH:14]=[CH:13][C:12]([CH2:15][CH2:16][CH2:17][CH2:18]Br)=[CH:11][CH:10]=1.C(=O)([O-])[O-].[Na+].[Na+]. The catalyst is CS(C)=O. The product is [Br:8][C:9]1[CH:14]=[CH:13][C:12]([CH2:15][CH2:16][CH2:17][CH2:18][N:1]2[CH:5]=[CH:4][N:3]=[CH:2]2)=[CH:11][CH:10]=1. The yield is 0.930.